From a dataset of Full USPTO retrosynthesis dataset with 1.9M reactions from patents (1976-2016). Predict the reactants needed to synthesize the given product. Given the product [CH2:8]([NH:10][CH2:6][C:5]1[S:1][CH:2]=[N:3][CH:4]=1)[CH3:9], predict the reactants needed to synthesize it. The reactants are: [S:1]1[C:5]([CH:6]=O)=[CH:4][N:3]=[CH:2]1.[CH2:8]([NH2:10])[CH3:9].